From a dataset of Peptide-MHC class I binding affinity with 185,985 pairs from IEDB/IMGT. Regression. Given a peptide amino acid sequence and an MHC pseudo amino acid sequence, predict their binding affinity value. This is MHC class I binding data. The peptide sequence is NLYISDYKML. The MHC is HLA-A68:02 with pseudo-sequence HLA-A68:02. The binding affinity (normalized) is 0.0446.